Dataset: Full USPTO retrosynthesis dataset with 1.9M reactions from patents (1976-2016). Task: Predict the reactants needed to synthesize the given product. (1) Given the product [O:1]1[C:5]2[CH:6]=[CH:7][CH:8]=[CH:9][C:4]=2[N:3]=[C:2]1[C:10]1[CH:11]=[CH:12][C:13]([NH:3][CH:4]2[CH2:5][CH2:6][O:26][CH2:25][CH2:9]2)=[C:14]([CH:15]=1)[NH2:16], predict the reactants needed to synthesize it. The reactants are: [O:1]1[C:5]2[CH:6]=[CH:7][CH:8]=[CH:9][C:4]=2[N:3]=[C:2]1[C:10]1[CH:11]=[CH:12][C:13](C2CCOCC2)=[C:14]([N+:16]([O-])=O)[CH:15]=1.[CH3:25][OH:26]. (2) Given the product [CH3:16][C:13]1([CH3:15])[C:12]([CH3:17])([CH3:18])[O:11][B:10](/[C:21](/[CH3:22])=[CH:20]\[C:19]([O:24][CH2:25][CH3:26])=[O:23])[O:14]1, predict the reactants needed to synthesize it. The reactants are: [B:10]1([B:10]2[O:14][C:13]([CH3:16])([CH3:15])[C:12]([CH3:18])([CH3:17])[O:11]2)[O:14][C:13]([CH3:16])([CH3:15])[C:12]([CH3:18])([CH3:17])[O:11]1.[C:19]([O:24][CH2:25][CH3:26])(=[O:23])[C:20]#[C:21][CH3:22]. (3) Given the product [ClH:43].[NH2:8][CH2:9][C:10]1[CH:11]=[CH:12][C:13]([NH:16]/[C:17](=[C:24]2\[C:25](=[O:36])[NH:26][C:27]3[C:32]\2=[CH:31][C:30]([N+:33]([O-:35])=[O:34])=[CH:29][CH:28]=3)/[C:18]2[CH:19]=[CH:20][CH:21]=[CH:22][CH:23]=2)=[CH:14][CH:15]=1, predict the reactants needed to synthesize it. The reactants are: C(OC([NH:8][CH2:9][C:10]1[CH:15]=[CH:14][C:13]([NH:16]/[C:17](=[C:24]2\[C:25](=[O:36])[NH:26][C:27]3[C:32]\2=[CH:31][C:30]([N+:33]([O-:35])=[O:34])=[CH:29][CH:28]=3)/[C:18]2[CH:23]=[CH:22][CH:21]=[CH:20][CH:19]=2)=[CH:12][CH:11]=1)=O)(C)(C)C.C(OCC)(=O)C.[ClH:43]. (4) Given the product [CH:2]([C:3]1[CH:14]=[CH:13][C:6]2[C:7]([CH3:12])=[C:8]([C:10]#[N:11])[O:9][C:5]=2[CH:4]=1)=[O:1], predict the reactants needed to synthesize it. The reactants are: [OH:1][CH2:2][C:3]1[CH:14]=[CH:13][C:6]2[C:7]([CH3:12])=[C:8]([C:10]#[N:11])[O:9][C:5]=2[CH:4]=1.C([O-])(O)=O.[Na+].CC(OI1(OC(C)=O)(OC(C)=O)OC(=O)C2C=CC=CC1=2)=O.